This data is from NCI-60 drug combinations with 297,098 pairs across 59 cell lines. The task is: Regression. Given two drug SMILES strings and cell line genomic features, predict the synergy score measuring deviation from expected non-interaction effect. (1) Drug 2: C1=CN(C(=O)N=C1N)C2C(C(C(O2)CO)O)O.Cl. Synergy scores: CSS=58.4, Synergy_ZIP=-5.11, Synergy_Bliss=-5.96, Synergy_Loewe=-5.87, Synergy_HSA=0.840. Cell line: HOP-62. Drug 1: C1=NC2=C(N1)C(=S)N=C(N2)N. (2) Drug 1: C1CN1C2=NC(=NC(=N2)N3CC3)N4CC4. Drug 2: CC1C(C(CC(O1)OC2CC(CC3=C2C(=C4C(=C3O)C(=O)C5=CC=CC=C5C4=O)O)(C(=O)C)O)N)O. Cell line: CCRF-CEM. Synergy scores: CSS=48.8, Synergy_ZIP=-0.761, Synergy_Bliss=-2.22, Synergy_Loewe=1.76, Synergy_HSA=4.52. (3) Drug 1: CCC1=C2CN3C(=CC4=C(C3=O)COC(=O)C4(CC)O)C2=NC5=C1C=C(C=C5)O. Drug 2: CC12CCC3C(C1CCC2O)C(CC4=C3C=CC(=C4)O)CCCCCCCCCS(=O)CCCC(C(F)(F)F)(F)F. Cell line: UACC-257. Synergy scores: CSS=7.52, Synergy_ZIP=-1.60, Synergy_Bliss=1.29, Synergy_Loewe=-2.18, Synergy_HSA=0.355. (4) Drug 1: C1=NC(=NC(=O)N1C2C(C(C(O2)CO)O)O)N. Drug 2: N.N.Cl[Pt+2]Cl. Cell line: HCT-15. Synergy scores: CSS=39.0, Synergy_ZIP=-7.82, Synergy_Bliss=-0.932, Synergy_Loewe=-8.14, Synergy_HSA=1.03. (5) Drug 1: CCC(=C(C1=CC=CC=C1)C2=CC=C(C=C2)OCCN(C)C)C3=CC=CC=C3.C(C(=O)O)C(CC(=O)O)(C(=O)O)O. Drug 2: C(CCl)NC(=O)N(CCCl)N=O. Cell line: NCI-H226. Synergy scores: CSS=10.2, Synergy_ZIP=-3.87, Synergy_Bliss=-3.24, Synergy_Loewe=-10.2, Synergy_HSA=-1.82. (6) Drug 1: CC1=C2C(C(=O)C3(C(CC4C(C3C(C(C2(C)C)(CC1OC(=O)C(C(C5=CC=CC=C5)NC(=O)OC(C)(C)C)O)O)OC(=O)C6=CC=CC=C6)(CO4)OC(=O)C)OC)C)OC. Drug 2: C1=CC(=CC=C1C#N)C(C2=CC=C(C=C2)C#N)N3C=NC=N3. Cell line: OVCAR-5. Synergy scores: CSS=45.7, Synergy_ZIP=2.72, Synergy_Bliss=1.72, Synergy_Loewe=-29.2, Synergy_HSA=1.67. (7) Drug 1: C1=NC2=C(N1)C(=S)N=C(N2)N. Drug 2: CC1CCCC2(C(O2)CC(NC(=O)CC(C(C(=O)C(C1O)C)(C)C)O)C(=CC3=CSC(=N3)C)C)C. Cell line: SF-295. Synergy scores: CSS=39.6, Synergy_ZIP=3.77, Synergy_Bliss=2.26, Synergy_Loewe=4.49, Synergy_HSA=4.48.